This data is from Reaction yield outcomes from USPTO patents with 853,638 reactions. The task is: Predict the reaction yield, written as a fraction of the theoretical maximum amount of product (1.0 means a 100% yield; for example, 0.34 means a 34% yield). (1) The reactants are [N:1]([CH2:4][C:5]1([CH3:24])[CH2:10][CH2:9][CH:8]([S:11]([C:14]2[CH:19]=[CH:18][CH:17]=[C:16]([C:20]([F:23])([F:22])[F:21])[CH:15]=2)(=[O:13])=[O:12])[CH2:7][CH2:6]1)=[N+]=[N-]. The catalyst is CCO.[OH-].[OH-].[Pd+2]. The product is [CH3:24][C:5]1([CH2:4][NH2:1])[CH2:10][CH2:9][CH:8]([S:11]([C:14]2[CH:19]=[CH:18][CH:17]=[C:16]([C:20]([F:23])([F:21])[F:22])[CH:15]=2)(=[O:13])=[O:12])[CH2:7][CH2:6]1. The yield is 0.970. (2) The reactants are CN1CCOCC1.[CH3:8][O:9][C:10](=[O:54])[NH:11][C@@H:12]([C:16]([N:18]1[CH2:22][CH2:21][CH2:20][CH:19]1[C:23]1[NH:24][C:25]([C:28]2[CH:33]=[CH:32][C:31]([C:34]3[CH:39]=[CH:38][C:37]([C:40]4[NH:41][C:42]([CH2:45][N:46]5[CH2:51][CH2:50][CH2:49][CH:48]([NH2:52])[C:47]5=[O:53])=[N:43][CH:44]=4)=[CH:36][CH:35]=3)=[CH:30][CH:29]=2)=[CH:26][N:27]=1)=[O:17])[CH:13]([CH3:15])[CH3:14].Cl[C:56]([O:58][CH3:59])=[O:57]. The catalyst is ClCCl. The product is [CH3:59][O:58][C:56](=[O:57])[NH:52][C@@H:48]1[CH2:49][CH2:50][CH2:51][N:46]([CH2:45][C:42]2[NH:41][C:40]([C:37]3[CH:38]=[CH:39][C:34]([C:31]4[CH:30]=[CH:29][C:28]([C:25]5[NH:24][C:23]([CH:19]6[CH2:20][CH2:21][CH2:22][N:18]6[C:16](=[O:17])[CH:12]([NH:11][C:10]([O:9][CH3:8])=[O:54])[CH:13]([CH3:15])[CH3:14])=[N:27][CH:26]=5)=[CH:33][CH:32]=4)=[CH:35][CH:36]=3)=[CH:44][N:43]=2)[C:47]1=[O:53]. The yield is 0.320. (3) The reactants are [Cl:1][C:2]1[N:10]=[C:9]2[C:5]([N:6]=[C:7]([C:17]([OH:20])([CH3:19])[CH3:18])[N:8]2[CH:11]([CH3:16])[C:12](OC)=[O:13])=[C:4]([N:21]2[CH2:26][CH2:25][O:24][CH2:23][CH2:22]2)[N:3]=1.[AlH4-].[Li+].[NH4+].[Cl-].[C@H](O)(C([O-])=O)[C@@H](O)C([O-])=O.[Na+].[K+]. The catalyst is C1COCC1.C(Cl)Cl. The product is [Cl:1][C:2]1[N:10]=[C:9]2[C:5]([N:6]=[C:7]([C:17]([OH:20])([CH3:19])[CH3:18])[N:8]2[CH:11]([CH3:16])[CH:12]=[O:13])=[C:4]([N:21]2[CH2:26][CH2:25][O:24][CH2:23][CH2:22]2)[N:3]=1. The yield is 0.620. (4) The reactants are [Br:1]Br.[CH3:3][C:4]1[S:5][CH:6]=[C:7]([C:9]2[CH:14]=[CH:13][C:12]([N+:15]([O-:17])=[O:16])=[CH:11][CH:10]=2)[N:8]=1. The catalyst is C(Cl)(Cl)Cl. The product is [Br:1][C:6]1[S:5][C:4]([CH3:3])=[N:8][C:7]=1[C:9]1[CH:10]=[CH:11][C:12]([N+:15]([O-:17])=[O:16])=[CH:13][CH:14]=1. The yield is 0.600. (5) The reactants are FC(F)(F)C(O)=O.C(OC(=O)[NH:14][C:15]1[CH:20]=[CH:19][N:18]2[CH:21]=[C:22]([C:24]3[CH:29]=[CH:28][CH:27]=[CH:26][CH:25]=3)[N:23]=[C:17]2[CH:16]=1)(C)(C)C. The catalyst is C(Cl)Cl. The product is [C:24]1([C:22]2[N:23]=[C:17]3[CH:16]=[C:15]([NH2:14])[CH:20]=[CH:19][N:18]3[CH:21]=2)[CH:25]=[CH:26][CH:27]=[CH:28][CH:29]=1. The yield is 0.730. (6) The product is [Cl:3][C:15]1[C:14](=[O:21])[N:13]([C:10]2[CH:11]=[CH:12][C:7]([F:6])=[CH:8][CH:9]=2)[CH:18]=[CH:17][N:16]=1. The reactants are O=P(Cl)(Cl)[Cl:3].[F:6][C:7]1[CH:12]=[CH:11][C:10]([N:13]2[CH:18]=[CH:17][N:16]=[C:15](OC)[C:14]2=[O:21])=[CH:9][CH:8]=1. The catalyst is CN(C=O)C. The yield is 0.640. (7) The reactants are Br[C:2]1[CH:7]=[CH:6][CH:5]=[CH:4][N:3]=1.[CH2:8]([N:12]1[CH:21]=[CH:20][C:19]2[C:14](=[CH:15][CH:16]=[CH:17][CH:18]=2)[C:13]1=[O:22])[CH2:9][C:10]#[CH:11]. No catalyst specified. The product is [N:3]1[CH:4]=[CH:5][CH:6]=[CH:7][C:2]=1[C:11]#[C:10][CH2:9][CH2:8][N:12]1[CH:21]=[CH:20][C:19]2[C:14](=[CH:15][CH:16]=[CH:17][CH:18]=2)[C:13]1=[O:22]. The yield is 0.100. (8) The reactants are [Cl:1][C:2]1[CH:3]=[C:4]([C:9](=[O:14])[C:10]([F:13])([F:12])[F:11])[CH:5]=[C:6]([Cl:8])[CH:7]=1.[BH4-].[Na+].[OH-].[Na+].[Cl-].[NH4+]. The catalyst is CO. The product is [Cl:1][C:2]1[CH:3]=[C:4]([CH:9]([OH:14])[C:10]([F:11])([F:12])[F:13])[CH:5]=[C:6]([Cl:8])[CH:7]=1. The yield is 0.790.